The task is: Regression. Given a peptide amino acid sequence and an MHC pseudo amino acid sequence, predict their binding affinity value. This is MHC class I binding data.. This data is from Peptide-MHC class I binding affinity with 185,985 pairs from IEDB/IMGT. The peptide sequence is TSVPKCWLV. The MHC is HLA-A02:02 with pseudo-sequence HLA-A02:02. The binding affinity (normalized) is 0.0661.